Dataset: Forward reaction prediction with 1.9M reactions from USPTO patents (1976-2016). Task: Predict the product of the given reaction. (1) Given the reactants [C:1]([C:3](=[C:7]([S:10][CH3:11])SC)[C:4]([NH2:6])=[O:5])#[N:2].[CH3:12][N:13]([CH3:21])[C:14]1[CH:19]=[CH:18][C:17]([NH2:20])=[CH:16][CH:15]=1, predict the reaction product. The product is: [C:1]([C:3](=[C:7]([NH:20][C:17]1[CH:18]=[CH:19][C:14]([N:13]([CH3:21])[CH3:12])=[CH:15][CH:16]=1)[S:10][CH3:11])[C:4]([NH2:6])=[O:5])#[N:2]. (2) Given the reactants [Cl:1][C:2]1[C:19]([F:20])=[CH:18][CH:17]=[C:16]([F:21])[C:3]=1[CH2:4][N:5]1[CH2:10][CH2:9][NH:8][C:7]2[N:11]=[CH:12][C:13](I)=[CH:14][C:6]1=2.CC1(C)C(C)(C)OB([C:30]2[CH:31]=[CH:32][C:33]([NH2:36])=[N:34][CH:35]=2)O1, predict the reaction product. The product is: [Cl:1][C:2]1[C:19]([F:20])=[CH:18][CH:17]=[C:16]([F:21])[C:3]=1[CH2:4][N:5]1[CH2:10][CH2:9][NH:8][C:7]2[N:11]=[CH:12][C:13]([C:30]3[CH:31]=[CH:32][C:33]([NH2:36])=[N:34][CH:35]=3)=[CH:14][C:6]1=2. (3) The product is: [CH2:13]1[CH:11]2[CH2:12][NH:8][CH2:9][CH:10]2[CH2:15][N:14]1[C:16]([O:18][C:19]([CH3:22])([CH3:21])[CH3:20])=[O:17]. Given the reactants C([N:8]1[CH2:12][CH:11]2[CH2:13][N:14]([C:16]([O:18][C:19]([CH3:22])([CH3:21])[CH3:20])=[O:17])[CH2:15][CH:10]2[CH2:9]1)C1C=CC=CC=1, predict the reaction product. (4) Given the reactants [CH2:1]([CH:8]1[C:17]2[C:12](=[CH:13][CH:14]=[C:15]([Br:18])[CH:16]=2)[CH2:11][CH2:10][C:9]1=O)[C:2]1[CH:7]=[CH:6][CH:5]=[CH:4][CH:3]=1.[C:20]([NH2:24])(=[O:23])[CH2:21][CH3:22].CC1C=CC(S(O)(=O)=O)=CC=1.C1(C)C=CC=CC=1, predict the reaction product. The product is: [CH2:1]([C:8]1[C:17]2[C:12](=[CH:13][CH:14]=[C:15]([Br:18])[CH:16]=2)[CH2:11][CH2:10][C:9]=1[NH:24][C:20](=[O:23])[CH2:21][CH3:22])[C:2]1[CH:7]=[CH:6][CH:5]=[CH:4][CH:3]=1. (5) Given the reactants CS(O[CH2:6][C@H:7]([C:16]1[CH:21]=[CH:20][CH:19]=[CH:18][CH:17]=1)[NH:8][C:9]([O:11][C:12]([CH3:15])([CH3:14])[CH3:13])=[O:10])(=O)=O.[N-:22]=[N+:23]=[N-:24].[Na+].O, predict the reaction product. The product is: [C:16]1([C@H:7]([NH:8][C:9]([O:11][C:12]([CH3:15])([CH3:14])[CH3:13])=[O:10])[CH2:6][N:22]=[N+:23]=[N-:24])[CH:21]=[CH:20][CH:19]=[CH:18][CH:17]=1. (6) Given the reactants [NH2:1][C:2]1[CH:9]=[CH:8][C:5]([C:6]#[N:7])=[CH:4][N:3]=1.CCN(C(C)C)C(C)C.[C:19](Cl)(=[O:21])[CH3:20].C(OC(=O)C)C.O, predict the reaction product. The product is: [C:6]([C:5]1[CH:8]=[CH:9][C:2]([NH:1][C:19](=[O:21])[CH3:20])=[N:3][CH:4]=1)#[N:7].